This data is from NCI-60 drug combinations with 297,098 pairs across 59 cell lines. The task is: Regression. Given two drug SMILES strings and cell line genomic features, predict the synergy score measuring deviation from expected non-interaction effect. (1) Drug 1: C1=CC(=CC=C1CCCC(=O)O)N(CCCl)CCCl. Drug 2: CC1CCCC2(C(O2)CC(NC(=O)CC(C(C(=O)C(C1O)C)(C)C)O)C(=CC3=CSC(=N3)C)C)C. Cell line: SF-268. Synergy scores: CSS=31.4, Synergy_ZIP=-6.80, Synergy_Bliss=-4.17, Synergy_Loewe=-5.05, Synergy_HSA=-5.12. (2) Synergy scores: CSS=1.79, Synergy_ZIP=0.0471, Synergy_Bliss=1.32, Synergy_Loewe=-0.238, Synergy_HSA=0.397. Drug 1: CC1=C2C(C(=O)C3(C(CC4C(C3C(C(C2(C)C)(CC1OC(=O)C(C(C5=CC=CC=C5)NC(=O)OC(C)(C)C)O)O)OC(=O)C6=CC=CC=C6)(CO4)OC(=O)C)O)C)O. Drug 2: C(CC(=O)O)C(=O)CN.Cl. Cell line: UO-31. (3) Drug 1: CC1=C2C(C(=O)C3(C(CC4C(C3C(C(C2(C)C)(CC1OC(=O)C(C(C5=CC=CC=C5)NC(=O)OC(C)(C)C)O)O)OC(=O)C6=CC=CC=C6)(CO4)OC(=O)C)OC)C)OC. Drug 2: CCC1(C2=C(COC1=O)C(=O)N3CC4=CC5=C(C=CC(=C5CN(C)C)O)N=C4C3=C2)O.Cl. Cell line: NCI-H226. Synergy scores: CSS=33.0, Synergy_ZIP=-5.64, Synergy_Bliss=-5.68, Synergy_Loewe=-3.79, Synergy_HSA=-0.953.